The task is: Predict the reactants needed to synthesize the given product.. This data is from Full USPTO retrosynthesis dataset with 1.9M reactions from patents (1976-2016). Given the product [F:10][C:11]1[CH:12]=[C:13]([CH:16]=[CH:17][C:18]=1[O:9][C:6]1[CH:7]=[CH:8][C:3]([O:2][CH3:1])=[CH:4][CH:5]=1)[CH:14]=[O:15], predict the reactants needed to synthesize it. The reactants are: [CH3:1][O:2][C:3]1[CH:8]=[CH:7][C:6]([OH:9])=[CH:5][CH:4]=1.[F:10][C:11]1[CH:12]=[C:13]([CH:16]=[CH:17][C:18]=1F)[CH:14]=[O:15].